Dataset: Forward reaction prediction with 1.9M reactions from USPTO patents (1976-2016). Task: Predict the product of the given reaction. Given the reactants Cl.Cl.[Cl:3][C:4]1[C:5]([N:17]2[CH2:22][CH2:21][NH:20][CH2:19][CH2:18]2)=[N:6][CH:7]=[C:8]([C:10]2[N:11]=[N:12][N:13]([CH2:15][CH3:16])[N:14]=2)[CH:9]=1.ClC(Cl)(Cl)C[O:26][C:27](=O)[NH:28][S:29]([C:32]1[S:33][C:34]([Cl:37])=[CH:35][CH:36]=1)(=[O:31])=[O:30].CCN(C(C)C)C(C)C.CC(O)=O, predict the reaction product. The product is: [Cl:3][C:4]1[C:5]([N:17]2[CH2:22][CH2:21][N:20]([C:27]([NH:28][S:29]([C:32]3[S:33][C:34]([Cl:37])=[CH:35][CH:36]=3)(=[O:31])=[O:30])=[O:26])[CH2:19][CH2:18]2)=[N:6][CH:7]=[C:8]([C:10]2[N:11]=[N:12][N:13]([CH2:15][CH3:16])[N:14]=2)[CH:9]=1.